The task is: Predict which catalyst facilitates the given reaction.. This data is from Catalyst prediction with 721,799 reactions and 888 catalyst types from USPTO. (1) Reactant: Br[C:2]1[C:3]([C:17]2[CH:22]=[CH:21][C:20]([F:23])=[CH:19][CH:18]=2)=[N:4][N:5]2[C:10]([NH:11][CH:12]3[CH2:16][CH2:15][CH2:14][CH2:13]3)=[CH:9][CH:8]=[CH:7][C:6]=12.[N:24]1[CH:29]=[CH:28][C:27](B(O)O)=[CH:26][CH:25]=1.C(=O)([O-])[O-].[Na+].[Na+].CCOCC. Product: [CH:12]1([NH:11][C:10]2[N:5]3[N:4]=[C:3]([C:17]4[CH:22]=[CH:21][C:20]([F:23])=[CH:19][CH:18]=4)[C:2]([C:27]4[CH:28]=[CH:29][N:24]=[CH:25][CH:26]=4)=[C:6]3[CH:7]=[CH:8][CH:9]=2)[CH2:16][CH2:15][CH2:14][CH2:13]1. The catalyst class is: 558. (2) Reactant: CCCCCC.C([Li])CCC.Br[C:13]1[CH:18]=[CH:17][C:16]([C:19]2[CH:24]=[CH:23][CH:22]=[CH:21][CH:20]=2)=[CH:15][CH:14]=1.[C:25]1([C:56]2[CH:61]=[CH:60][CH:59]=[CH:58][CH:57]=2)[CH:30]=[CH:29][C:28]([C:31]2[N:36]=[C:35]([C:37]3[CH:42]=[CH:41][C:40]([C:43]4[CH:48]=[CH:47][CH:46]=[CH:45][CH:44]=4)=[CH:39][CH:38]=3)[N:34]=[C:33]([C:49]3[CH:54]=[CH:53][C:52](Br)=[CH:51][CH:50]=3)[N:32]=2)=[CH:27][CH:26]=1. Product: [C:25]1([C:56]2[CH:61]=[CH:60][CH:59]=[CH:58][CH:57]=2)[CH:30]=[CH:29][C:28]([C:31]2[N:36]=[C:35]([C:37]3[CH:42]=[CH:41][C:40]([C:43]4[CH:48]=[CH:47][CH:46]=[CH:45][CH:44]=4)=[CH:39][CH:38]=3)[N:34]=[C:33]([C:49]3[CH:54]=[CH:53][C:52]([C:22]4[CH:23]=[CH:24][C:19]([C:16]5[CH:17]=[CH:18][CH:13]=[CH:14][CH:15]=5)=[CH:20][CH:21]=4)=[CH:51][CH:50]=3)[N:32]=2)=[CH:27][CH:26]=1. The catalyst class is: 602. (3) Reactant: C[O-].[Na+].[CH2:4]1[C:6]2([CH2:11][CH2:10][C:9](=[O:12])[CH2:8][CH2:7]2)[CH2:5]1.[N+:13]([CH3:16])([O-:15])=[O:14]. Product: [N+:13]([CH2:16][C:9]1([OH:12])[CH2:10][CH2:11][C:6]2([CH2:5][CH2:4]2)[CH2:7][CH2:8]1)([O-:15])=[O:14]. The catalyst class is: 5. (4) Reactant: [C:1]([C:4](=[CH:9][C:10]1[CH:15]=[CH:14][C:13]([F:16])=[CH:12][C:11]=1[Cl:17])[C:5]([O:7][CH3:8])=[O:6])(=[O:3])[CH3:2].[Cl-].[CH2:19]=[N+:20]1[CH2:24][CH2:23][S:22][CH2:21]1. Product: [Cl:17][C:11]1[CH:12]=[C:13]([F:16])[CH:14]=[CH:15][C:10]=1[CH:9]=[C:4]([C:1](=[O:3])[CH2:2][CH2:19][N:20]1[CH2:24][CH2:23][S:22][CH2:21]1)[C:5]([O:7][CH3:8])=[O:6]. The catalyst class is: 10. (5) Reactant: [CH3:1][C:2]1[CH:3]=[C:4]([C@H:12]2[CH2:17][C@@H:16]([C:18]3[O:22][NH:21][C:20](=[O:23])[CH:19]=3)[CH2:15][CH2:14][N:13]2[C:24]([O:26][CH3:27])=[O:25])[CH:5]=[CH:6][C:7]=1[C:8]([F:11])([F:10])[F:9].CCCCCCC.CC(O)C. Product: [CH3:1][C:2]1[CH:3]=[C:4]([C@H:12]2[CH2:17][C@@H:16]([C:18]3[O:22][NH:21][C:20](=[O:23])[CH:19]=3)[CH2:15][CH2:14][N:13]2[C:24]([O:26][CH3:27])=[O:25])[CH:5]=[CH:6][C:7]=1[C:8]([F:9])([F:10])[F:11].[CH3:1][C:2]1[CH:3]=[C:4]([C@@H:12]2[CH2:17][C@H:16]([C:18]3[O:22][NH:21][C:20](=[O:23])[CH:19]=3)[CH2:15][CH2:14][N:13]2[C:24]([O:26][CH3:27])=[O:25])[CH:5]=[CH:6][C:7]=1[C:8]([F:9])([F:10])[F:11]. The catalyst class is: 10. (6) Reactant: Cl[C:2]1[C:3]2[NH:10][CH:9]=[CH:8][C:4]=2[N:5]=[CH:6][N:7]=1.C(=O)([O-])[O-].[Cs+].[Cs+].[O:17]([C:24]1[CH:29]=[CH:28][C:27]([OH:30])=[CH:26][CH:25]=1)[C:18]1[CH:23]=[CH:22][CH:21]=[CH:20][CH:19]=1. Product: [O:17]([C:24]1[CH:25]=[CH:26][C:27]([O:30][C:2]2[C:3]3[NH:10][CH:9]=[CH:8][C:4]=3[N:5]=[CH:6][N:7]=2)=[CH:28][CH:29]=1)[C:18]1[CH:19]=[CH:20][CH:21]=[CH:22][CH:23]=1. The catalyst class is: 3. (7) Reactant: [CH3:1][C:2]1([CH3:16])[C:6]([CH3:8])([CH3:7])[O:5][B:4]([C:9]2[CH:15]=[CH:14][C:12]([NH2:13])=[CH:11][CH:10]=2)[O:3]1.[CH:17]1([S:20](Cl)(=[O:22])=[O:21])[CH2:19][CH2:18]1.N1C=CC=CC=1.C(=O)(O)[O-].[Na+]. Product: [CH3:8][C:6]1([CH3:7])[C:2]([CH3:16])([CH3:1])[O:3][B:4]([C:9]2[CH:15]=[CH:14][C:12]([NH:13][S:20]([CH:17]3[CH2:19][CH2:18]3)(=[O:22])=[O:21])=[CH:11][CH:10]=2)[O:5]1. The catalyst class is: 26.